This data is from Reaction yield outcomes from USPTO patents with 853,638 reactions. The task is: Predict the reaction yield, written as a fraction of the theoretical maximum amount of product (1.0 means a 100% yield; for example, 0.34 means a 34% yield). The reactants are [Br:1][C:2]1[CH:7]=[CH:6][C:5]([N+:8]([O-:10])=[O:9])=[CH:4][C:3]=1[NH:11][C:12](=[O:15])[CH2:13]Cl.[NH:16]1[CH2:21][CH2:20][O:19][CH2:18][CH2:17]1.C(N(CC)CC)C.[I-].[K+]. The catalyst is CN(C=O)C. The product is [Br:1][C:2]1[CH:7]=[CH:6][C:5]([N+:8]([O-:10])=[O:9])=[CH:4][C:3]=1[NH:11][C:12](=[O:15])[CH2:13][N:16]1[CH2:21][CH2:20][O:19][CH2:18][CH2:17]1. The yield is 0.720.